Dataset: Reaction yield outcomes from USPTO patents with 853,638 reactions. Task: Predict the reaction yield, written as a fraction of the theoretical maximum amount of product (1.0 means a 100% yield; for example, 0.34 means a 34% yield). (1) The reactants are [F:1][C:2]1[CH:3]=[C:4]2[C:8](=[CH:9][CH:10]=1)[N:7]([NH:11][C:12]([C:14]1[C:15]([CH3:27])=[N:16][C:17]([C:20]3[CH:25]=[CH:24][CH:23]=[C:22]([F:26])[CH:21]=3)=[N:18][CH:19]=1)=[O:13])[CH:6]=[CH:5]2.ClS([N:32]=[C:33]=[O:34])(=O)=O.[OH-].[Na+]. The catalyst is [Cl-].[Na+].O. The product is [F:1][C:2]1[CH:3]=[C:4]2[C:8](=[CH:9][CH:10]=1)[N:7]([NH:11][C:12]([C:14]1[C:15]([CH3:27])=[N:16][C:17]([C:20]3[CH:25]=[CH:24][CH:23]=[C:22]([F:26])[CH:21]=3)=[N:18][CH:19]=1)=[O:13])[CH:6]=[C:5]2[C:33]([NH2:32])=[O:34]. The yield is 0.830. (2) The reactants are [C:1]([OH:5])([CH3:4])([CH3:3])[CH3:2].CC1(C)OC(=O)[CH:10]([C:14]([CH:16]2[CH2:21][CH2:20][O:19][CH2:18][CH2:17]2)=[O:15])[C:9](=O)[O:8]1. The catalyst is C1(C)C=CC=CC=1. The product is [C:1]([O:5][C:9](=[O:8])[CH2:10][C:14](=[O:15])[CH:16]1[CH2:21][CH2:20][O:19][CH2:18][CH2:17]1)([CH3:4])([CH3:3])[CH3:2]. The yield is 0.910. (3) The reactants are [Cl:1][C:2]1[N:3]=[CH:4][C:5]2[S:10][CH:9]=[C:8]([C:11]([OH:13])=O)[C:6]=2[N:7]=1.S(Cl)([Cl:16])=O. No catalyst specified. The product is [Cl:1][C:2]1[N:3]=[CH:4][C:5]2[S:10][CH:9]=[C:8]([C:11]([Cl:16])=[O:13])[C:6]=2[N:7]=1. The yield is 0.995. (4) The reactants are [CH2:1]([O:8][C:9]1[CH:10]=[CH:11][C:12]([CH3:15])=[N:13][CH:14]=1)[C:2]1[CH:7]=[CH:6][CH:5]=[CH:4][CH:3]=1.ClC1C=C(C=CC=1)C(OO)=[O:21].S([O-])([O-])(=O)=S.[Na+].[Na+]. The catalyst is C(Cl)(Cl)Cl.O. The product is [CH2:1]([O:8][C:9]1[CH:10]=[CH:11][C:12]([CH3:15])=[N+:13]([O-:21])[CH:14]=1)[C:2]1[CH:3]=[CH:4][CH:5]=[CH:6][CH:7]=1. The yield is 0.970. (5) The reactants are [OH:1][CH2:2][C:3]12[CH2:10][CH2:9][C:6]([C:11]3[NH:19][C:18]4[C:17](=[O:20])[N:16]([CH2:21][CH2:22][CH3:23])[C:15](=[O:24])[N:14]([CH2:25][CH2:26][CH3:27])[C:13]=4[N:12]=3)([CH2:7][CH2:8]1)[CH2:5][CH2:4]2.CC(OI1(OC(C)=O)(OC(C)=O)OC(=O)C2C=CC=CC1=2)=O. The catalyst is C(Cl)Cl. The product is [O:24]=[C:15]1[N:14]([CH2:25][CH2:26][CH3:27])[C:13]2[N:12]=[C:11]([C:6]34[CH2:7][CH2:8][C:3]([CH:2]=[O:1])([CH2:10][CH2:9]3)[CH2:4][CH2:5]4)[NH:19][C:18]=2[C:17](=[O:20])[N:16]1[CH2:21][CH2:22][CH3:23]. The yield is 0.620. (6) The reactants are [NH2:1][C:2]1[CH:7]=[CH:6][CH:5]=[CH:4][CH:3]=1.[O-]P([O-])([O-])=O.[K+].[K+].[K+].[CH3:16][O:17][C:18](=[O:26])[C:19]1[CH:24]=[CH:23][C:22](Br)=[CH:21][CH:20]=1. The catalyst is C1(C)C=CC=CC=1.C([O-])(=O)C.[Pd+2].C([O-])(=O)C.C1(P(C2C=CC=CC=2C2C=CC=C(OC)C=2OC)C2CCCCC2)CCCCC1. The product is [CH3:16][O:17][C:18](=[O:26])[C:19]1[CH:24]=[CH:23][C:22]([NH:1][C:2]2[CH:7]=[CH:6][CH:5]=[CH:4][CH:3]=2)=[CH:21][CH:20]=1. The yield is 0.634. (7) The reactants are C([O:3][C:4](=O)[CH2:5][C:6]([C:8]1[CH:13]=[CH:12][CH:11]=[CH:10][C:9]=1[O:14][CH2:15][CH2:16][O:17][CH3:18])=O)C.[NH2:20][C:21]([NH2:23])=[S:22].C([O-])([O-])=O.[K+].[K+].Cl. The catalyst is COCCO.O. The product is [CH3:18][O:17][CH2:16][CH2:15][O:14][C:9]1[CH:10]=[CH:11][CH:12]=[CH:13][C:8]=1[C:6]1[NH:23][C:21](=[S:22])[NH:20][C:4](=[O:3])[CH:5]=1. The yield is 0.600. (8) The product is [NH2:68][C:65]1[N:64]=[CH:63][C:62]([C:44]2[N:43]=[C:42]3[C:47]([N:48]=[C:49]([N:50]4[CH2:51][CH2:52][N:53]([C:1](=[O:6])[C@@H:2]([OH:3])[CH3:4])[CH2:54][CH2:55]4)[N:41]3[CH2:40][CH:37]3[CH2:38][CH2:39]3)=[C:46]([N:56]3[CH2:61][CH2:60][O:59][CH2:58][CH2:57]3)[N:45]=2)=[CH:67][N:66]=1. The catalyst is C(Cl)Cl.CO.CN(C)C=O. The yield is 0.660. The reactants are [C:1]([OH:6])(=O)[C@H:2]([CH3:4])[OH:3].O.ON1C2C=CC=CC=2N=N1.Cl.C(N=C=NCCCN(C)C)C.C(N(CC)CC)C.[CH:37]1([CH2:40][N:41]2[C:49]([N:50]3[CH2:55][CH2:54][NH:53][CH2:52][CH2:51]3)=[N:48][C:47]3[C:42]2=[N:43][C:44]([C:62]2[CH:63]=[N:64][C:65]([NH2:68])=[N:66][CH:67]=2)=[N:45][C:46]=3[N:56]2[CH2:61][CH2:60][O:59][CH2:58][CH2:57]2)[CH2:39][CH2:38]1.